Dataset: Forward reaction prediction with 1.9M reactions from USPTO patents (1976-2016). Task: Predict the product of the given reaction. (1) Given the reactants [NH:1]1[C:9]2[C:4](=[CH:5][CH:6]=[CH:7][CH:8]=2)[CH:3]=[CH:2]1.[C:10](OC)(=O)C(OC)=O.CC(C)([O-])C.[K+], predict the reaction product. The product is: [CH3:10][N:1]1[C:9]2[C:4](=[CH:5][CH:6]=[CH:7][CH:8]=2)[CH:3]=[CH:2]1. (2) Given the reactants C1(N)C(F)=C(F)C(F)=C(N)C=1F.[ClH:13].Cl.[NH2:15][CH:16]1[CH2:21][CH2:20][N:19]([CH2:22][CH:23]2[C:33]3=[C:34]4[C:29](=[CH:30][CH:31]=[CH:32]3)[CH:28]=[CH:27][C:26](=[O:35])[N:25]4[CH2:24]2)[CH2:18][CH2:17]1.[O:36]1[C:45]2[CH:44]=[C:43]([CH:46]=O)[N:42]=[CH:41][C:40]=2[O:39][CH2:38][CH2:37]1, predict the reaction product. The product is: [ClH:13].[O:36]1[C:45]2[CH:44]=[C:43]([CH2:46][NH:15][CH:16]3[CH2:21][CH2:20][N:19]([CH2:22][CH:23]4[C:33]5=[C:34]6[C:29](=[CH:30][CH:31]=[CH:32]5)[CH:28]=[CH:27][C:26](=[O:35])[N:25]6[CH2:24]4)[CH2:18][CH2:17]3)[N:42]=[CH:41][C:40]=2[O:39][CH2:38][CH2:37]1. (3) Given the reactants [Br-].[CH2:2]([P+](C1C=CC=CC=1)(C1C=CC=CC=1)C1C=CC=CC=1)[CH2:3][CH2:4][CH2:5][CH3:6].[NH2-].[Na+].[OH:28][C:29]1[CH:46]=[CH:45][C:44]2[C@:43]3([CH:47]=O)[C@H:34]([C@H:35]4[C@@:39]([CH2:41][CH2:42]3)([CH3:40])[CH2:38][C@H:37]([OH:49])[CH2:36]4)[CH2:33][CH2:32][C:31]=2[CH:30]=1.CS(C)=O.O, predict the reaction product. The product is: [CH:47]([C@:43]12[CH2:42][CH2:41][C@@:39]3([CH3:40])[C@@H:35]([CH2:36][C@@H:37]([OH:49])[CH2:38]3)[C@@H:34]1[CH2:33][CH2:32][C:31]1[CH:30]=[C:29]([OH:28])[CH:46]=[CH:45][C:44]2=1)=[CH:2][CH2:3][CH2:4][CH2:5][CH3:6]. (4) Given the reactants Br[C:2]1[S:6][C:5]([NH:7][C:8](=[O:22])[N:9]([CH:17]2[CH2:21][CH2:20][CH2:19][CH2:18]2)[CH:10]2[CH2:15][CH2:14][CH:13]([CH3:16])[CH2:12][CH2:11]2)=[N:4][CH:3]=1.[C:23]([O:27][CH3:28])(=[O:26])[CH2:24][SH:25], predict the reaction product. The product is: [CH3:28][O:27][C:23](=[O:26])[CH2:24][S:25][C:2]1[S:6][C:5]([NH:7][C:8]([N:9]([CH:17]2[CH2:21][CH2:20][CH2:19][CH2:18]2)[CH:10]2[CH2:15][CH2:14][CH:13]([CH3:16])[CH2:12][CH2:11]2)=[O:22])=[N:4][CH:3]=1. (5) Given the reactants [CH3:1][O:2][C:3]1[N:4]=[C:5]2[C:10](=[CH:11][CH:12]=1)[N:9]=[CH:8][CH:7]=[C:6]2[C:13]1[N:18]=[CH:17][C:16]([CH2:19][C:20]#[N:21])=[CH:15][CH:14]=1.B.C1COCC1, predict the reaction product. The product is: [CH3:1][O:2][C:3]1[N:4]=[C:5]2[C:10](=[CH:11][CH:12]=1)[N:9]=[CH:8][CH:7]=[C:6]2[C:13]1[N:18]=[CH:17][C:16]([CH2:19][CH2:20][NH2:21])=[CH:15][CH:14]=1. (6) The product is: [CH3:1][C:2]1[CH:15]=[C:14]2[C:5]([S:6][C:7]3[CH:8]=[C:9]([C:17]([Cl:22])=[O:19])[CH:10]=[CH:11][C:12]=3[C:13]2=[O:16])=[CH:4][CH:3]=1. Given the reactants [CH3:1][C:2]1[CH:15]=[C:14]2[C:5]([S:6][C:7]3[CH:8]=[C:9]([C:17]([OH:19])=O)[CH:10]=[CH:11][C:12]=3[C:13]2=[O:16])=[CH:4][CH:3]=1.S(Cl)([Cl:22])=O.CN(C)C=O, predict the reaction product. (7) Given the reactants [Cl:1][C:2]1[CH:3]=[CH:4][C:5]2[C:6](=[N:8][O:9][N+:10]=2[O-])[N:7]=1.C1(P(C2C=CC=CC=2)C2C=CC=CC=2)C=CC=CC=1, predict the reaction product. The product is: [Cl:1][C:2]1[CH:3]=[CH:4][C:5]2[C:6](=[N:8][O:9][N:10]=2)[N:7]=1. (8) Given the reactants [CH2:1]([O:3][C:4]1[C:8]([CH2:9][CH2:10][CH2:11][OH:12])=[CH:7][N:6]([C:13]2[CH:18]=[CH:17][C:16]([C:19]([F:22])([F:21])[F:20])=[CH:15][N:14]=2)[N:5]=1)[CH3:2].O[C:24]1[CH:29]=[CH:28][C:27]([CH2:30][CH2:31][C:32]([O:34]CC)=[O:33])=[CH:26][C:25]=1[O:37][CH3:38].C(P(CCCC)CCCC)CCC.N(C(N1CCCCC1)=O)=NC(N1CCCCC1)=O, predict the reaction product. The product is: [CH2:1]([O:3][C:4]1[C:8]([CH2:9][CH2:10][CH2:11][O:12][C:24]2[CH:29]=[CH:28][C:27]([CH2:30][CH2:31][C:32]([OH:34])=[O:33])=[CH:26][C:25]=2[O:37][CH3:38])=[CH:7][N:6]([C:13]2[CH:18]=[CH:17][C:16]([C:19]([F:21])([F:20])[F:22])=[CH:15][N:14]=2)[N:5]=1)[CH3:2].